From a dataset of Peptide-MHC class II binding affinity with 134,281 pairs from IEDB. Regression. Given a peptide amino acid sequence and an MHC pseudo amino acid sequence, predict their binding affinity value. This is MHC class II binding data. (1) The peptide sequence is AGLLRLLFHDCFANG. The MHC is DRB1_0901 with pseudo-sequence DRB1_0901. The binding affinity (normalized) is 0.458. (2) The peptide sequence is WKSILTDPRVKIMRS. The MHC is DRB3_0202 with pseudo-sequence DRB3_0202. The binding affinity (normalized) is 0.490. (3) The peptide sequence is GEALSTLVLNRLKVG. The MHC is DRB1_0401 with pseudo-sequence DRB1_0401. The binding affinity (normalized) is 0.259. (4) The peptide sequence is FKLLQNSQVYSLIRP. The MHC is DRB1_0405 with pseudo-sequence DRB1_0405. The binding affinity (normalized) is 0.299. (5) The peptide sequence is RPLLIEGTASLSPGM. The MHC is DRB1_0101 with pseudo-sequence DRB1_0101. The binding affinity (normalized) is 0.592. (6) The peptide sequence is YQSYGPSGQYTHEFD. The MHC is HLA-DQA10102-DQB10602 with pseudo-sequence HLA-DQA10102-DQB10602. The binding affinity (normalized) is 0.316. (7) The peptide sequence is KITMLTNGQCQNITVV. The MHC is DRB1_1101 with pseudo-sequence DRB1_1101. The binding affinity (normalized) is 0.287.